Dataset: Catalyst prediction with 721,799 reactions and 888 catalyst types from USPTO. Task: Predict which catalyst facilitates the given reaction. (1) Reactant: [CH2:1]1[C:14]2[C:13]3[CH:12]=[CH:11][CH:10]=[CH:9][C:8]=3[NH:7][C:6]=2[CH:5]([C:15]([O:17]CC)=O)[CH2:4][NH:3][CH2:2]1.Cl.[CH3:21][NH2:22].CN. Product: [CH3:21][NH:22][C:15]([CH:5]1[C:6]2[NH:7][C:8]3[CH:9]=[CH:10][CH:11]=[CH:12][C:13]=3[C:14]=2[CH2:1][CH2:2][NH:3][CH2:4]1)=[O:17]. The catalyst class is: 1. (2) Reactant: [OH:1][C:2]1[CH:7]=[CH:6][C:5]([CH:8]([CH3:12])[C:9]([OH:11])=[O:10])=[CH:4][CH:3]=1.OS(O)(=O)=O.[CH3:18]O. Product: [OH:1][C:2]1[CH:3]=[CH:4][C:5]([CH:8]([CH3:12])[C:9]([O:11][CH3:18])=[O:10])=[CH:6][CH:7]=1. The catalyst class is: 2. (3) Reactant: [CH3:1][CH2:2][O:3][C:4]([C@@H:6]1[CH2:10][C:9]([CH2:11][OH:12])=[CH:8][N:7]1[C:13]([O:15][C:16]([CH3:19])([CH3:18])[CH3:17])=[O:14])=[O:5].[CH2:20]([Zn]CC)C.ICI. Product: [CH2:2]([O:3][C:4]([C@@H:6]1[CH2:10][C@@:9]2([CH2:11][OH:12])[C@H:8]([CH2:20]2)[N:7]1[C:13]([O:15][C:16]([CH3:18])([CH3:17])[CH3:19])=[O:14])=[O:5])[CH3:1]. The catalyst class is: 2. (4) Reactant: C(O[C:4](=[O:20])[C:5]([CH3:19])([CH2:11][NH:12][C:13]1[CH:18]=[CH:17][CH:16]=[CH:15][CH:14]=1)[CH2:6][CH2:7][CH:8]([CH3:10])[CH3:9])C.[CH3:21][S:22]([NH:25][CH2:26][C:27]1[C:35]2[S:34](=[O:37])(=[O:36])[N:33]=[C:32]([CH2:38][C:39](O)=[O:40])[NH:31][C:30]=2[S:29][CH:28]=1)(=[O:24])=[O:23].Cl.CN(C)CCCN=C=NCC.[O-]CC.[Na+].C(O)C. Product: [OH:20][C:4]1[C:5]([CH3:19])([CH2:6][CH2:7][CH:8]([CH3:9])[CH3:10])[CH2:11][N:12]([C:13]2[CH:14]=[CH:15][CH:16]=[CH:17][CH:18]=2)[C:39](=[O:40])[C:38]=1[C:32]1[NH:31][C:30]2[S:29][CH:28]=[C:27]([CH2:26][NH:25][S:22]([CH3:21])(=[O:23])=[O:24])[C:35]=2[S:34](=[O:37])(=[O:36])[N:33]=1. The catalyst class is: 9. (5) The catalyst class is: 84. Product: [Br:19][C:20]1[CH:25]=[C:24]([F:26])[C:23]([O:27][CH2:10][O:11][CH3:12])=[C:22]([F:28])[CH:21]=1. Reactant: C(N(C(C)C)CC)(C)C.[CH3:10][O:11][CH2:12]Cl.O1CCCC1.[Br:19][C:20]1[CH:25]=[C:24]([F:26])[C:23]([OH:27])=[C:22]([F:28])[CH:21]=1.